This data is from Full USPTO retrosynthesis dataset with 1.9M reactions from patents (1976-2016). The task is: Predict the reactants needed to synthesize the given product. (1) Given the product [C:26]([O:12][C:11](=[O:13])[CH2:10][CH:6]1[CH2:5][CH:4]([C:2](=[O:3])[CH3:1])[C:7]1([CH3:8])[CH3:9])([CH3:28])([CH3:14])[CH3:27], predict the reactants needed to synthesize it. The reactants are: [CH3:1][C:2]([C@H:4]1[C:7]([CH3:9])([CH3:8])[C@@H:6]([CH2:10][C:11]([OH:13])=[O:12])[CH2:5]1)=[O:3].[C:14](Cl)(=O)C(Cl)=O.CCN([CH:26]([CH3:28])[CH3:27])C(C)C. (2) Given the product [OH:1][C:2]12[CH2:11][CH:6]3[CH2:7][CH:8]([CH2:10][C:4]([NH:12][C:13](=[O:14])[O:15][C:16]([CH3:19])([CH3:18])[CH3:17])([CH2:5]3)[CH2:3]1)[CH2:9]2, predict the reactants needed to synthesize it. The reactants are: [OH:1][C:2]12[CH2:11][CH:6]3[CH2:7][CH:8]([CH2:10][C:4]([NH2:12])([CH2:5]3)[CH2:3]1)[CH2:9]2.[C:13](O[C:13]([O:15][C:16]([CH3:19])([CH3:18])[CH3:17])=[O:14])([O:15][C:16]([CH3:19])([CH3:18])[CH3:17])=[O:14]. (3) The reactants are: Br[C:2]1[CH:18]=[CH:17][C:5]([O:6][C@H:7]2[CH2:10][C@H:9]([N:11]3[CH2:16][CH2:15][CH2:14][CH2:13][CH2:12]3)[CH2:8]2)=[C:4]([O:19][CH3:20])[CH:3]=1.C([Li])CCC.Cl[C:27]([O:29]CC)=[O:28].C(=O)([O-])[O-].[K+].[K+].[OH-].[Na+]. Given the product [CH3:20][O:19][C:4]1[CH:3]=[C:2]([CH:18]=[CH:17][C:5]=1[O:6][C@H:7]1[CH2:10][C@H:9]([N:11]2[CH2:16][CH2:15][CH2:14][CH2:13][CH2:12]2)[CH2:8]1)[C:27]([OH:29])=[O:28], predict the reactants needed to synthesize it. (4) Given the product [CH2:11]([N:13]([CH2:14][C:15]([CH2:21][NH:22][C:23]1[CH:31]=[CH:30][CH:29]=[C:28]2[C:24]=1[CH:25]=[N:26][N:27]2[C:32]1[CH:33]=[CH:34][C:35]([F:38])=[CH:36][CH:37]=1)([OH:20])[C:16]([F:18])([F:19])[F:17])[C:4](=[O:6])[C:3]1[CH:7]=[CH:8][CH:9]=[CH:10][C:2]=1[CH3:1])[CH3:12], predict the reactants needed to synthesize it. The reactants are: [CH3:1][C:2]1[CH:10]=[CH:9][CH:8]=[CH:7][C:3]=1[C:4]([OH:6])=O.[CH2:11]([NH:13][CH2:14][C:15]([CH2:21][NH:22][C:23]1[CH:31]=[CH:30][CH:29]=[C:28]2[C:24]=1[CH:25]=[N:26][N:27]2[C:32]1[CH:37]=[CH:36][C:35]([F:38])=[CH:34][CH:33]=1)([OH:20])[C:16]([F:19])([F:18])[F:17])[CH3:12].